This data is from Forward reaction prediction with 1.9M reactions from USPTO patents (1976-2016). The task is: Predict the product of the given reaction. Given the reactants [Si:1]([C:23]1(Br)[CH:28]=[CH:27][CH:26]=[CH:25][CH:24]=1)([C:16]1(Br)[CH:21]=[CH:20][CH:19]=[CH:18][CH:17]=1)([C:9]1(Br)[CH:14]=[CH:13][CH:12]=[CH:11][CH:10]=1)[C:2]1(Br)[CH:7]=[CH:6][CH:5]=[CH:4][CH:3]=1.[CH2:30]=[CH:31][C:32]1[CH:37]=[CH:36][CH:35]=[CH:34][CH:33]=1, predict the reaction product. The product is: [C:3]1([CH:30]=[CH:31][C:32]2[CH:37]=[CH:36][CH:35]=[CH:34][CH:33]=2)[CH:4]=[CH:5][CH:6]=[CH:7][C:2]=1[Si:1]([C:23]1[CH:28]=[CH:27][CH:26]=[CH:25][C:24]=1[CH:30]=[CH:31][C:32]1[CH:37]=[CH:36][CH:35]=[CH:34][CH:33]=1)([C:16]1[CH:21]=[CH:20][CH:19]=[CH:18][C:17]=1[CH:30]=[CH:31][C:32]1[CH:37]=[CH:36][CH:35]=[CH:34][CH:33]=1)[C:9]1[CH:14]=[CH:13][CH:12]=[CH:11][C:10]=1[CH:30]=[CH:31][C:32]1[CH:37]=[CH:36][CH:35]=[CH:34][CH:33]=1.